From a dataset of Full USPTO retrosynthesis dataset with 1.9M reactions from patents (1976-2016). Predict the reactants needed to synthesize the given product. (1) Given the product [I:5][C:25]1[C:24]2[O:20][CH2:21][O:22][C:23]=2[C:28]([NH2:29])=[CH:27][CH:26]=1, predict the reactants needed to synthesize it. The reactants are: I(Cl)(=O)=O.[I:5](Cl)(=O)=O.C([N+](C)(C)C)C1C=CC=CC=1.[O:20]1[C:24]2[CH:25]=[CH:26][CH:27]=[C:28]([NH2:29])[C:23]=2[O:22][CH2:21]1.C(=O)([O-])[O-].[Ca+2]. (2) Given the product [OH:29][C@H:28]([C:27]1[C:19]([CH3:18])=[C:20]2[C:24](=[CH:25][CH:26]=1)[C:23](=[O:31])[O:22][CH2:21]2)[CH2:30][N:8]1[CH2:7][CH2:6][C:5]2([CH2:1][N:2]([C:11]([O:13][C:14]([CH3:17])([CH3:16])[CH3:15])=[O:12])[CH2:3][CH2:4]2)[CH2:10][CH2:9]1, predict the reactants needed to synthesize it. The reactants are: [CH2:1]1[C:5]2([CH2:10][CH2:9][NH:8][CH2:7][CH2:6]2)[CH2:4][CH2:3][N:2]1[C:11]([O:13][C:14]([CH3:17])([CH3:16])[CH3:15])=[O:12].[CH3:18][C:19]1[C:27]([C@@H:28]2[CH2:30][O:29]2)=[CH:26][CH:25]=[C:24]2[C:20]=1[CH2:21][O:22][C:23]2=[O:31]. (3) Given the product [CH3:2][O:3][CH2:4][CH2:34][C:33]1[CH:36]=[CH:37][C:38]([F:39])=[C:31]([F:30])[CH:32]=1, predict the reactants needed to synthesize it. The reactants are: [Cl-].[CH3:2][O:3][CH2:4][P+](C1C=CC=CC=1)(C1C=CC=CC=1)C1C=CC=CC=1.CC(C)([O-])C.[K+].[F:30][C:31]1[CH:32]=[C:33]([CH:36]=[CH:37][C:38]=1[F:39])[CH:34]=O.O. (4) Given the product [NH2:1][C:4]1[CH:5]=[CH:6][C:7]([C:10]2[N:14]=[C:13]([C@H:15]3[CH2:20][CH2:19][CH2:18][CH2:17][N:16]3[C:21](=[O:30])[CH2:22][O:23][C:24]3[CH:25]=[CH:26][CH:27]=[CH:28][CH:29]=3)[O:12][N:11]=2)=[CH:8][CH:9]=1, predict the reactants needed to synthesize it. The reactants are: [N+:1]([C:4]1[CH:9]=[CH:8][C:7]([C:10]2[N:14]=[C:13]([C@H:15]3[CH2:20][CH2:19][CH2:18][CH2:17][N:16]3[C:21](=[O:30])[CH2:22][O:23][C:24]3[CH:29]=[CH:28][CH:27]=[CH:26][CH:25]=3)[O:12][N:11]=2)=[CH:6][CH:5]=1)([O-])=O.[NH4+].[Cl-]. (5) Given the product [N:15]1[S:19][N:18]=[C:17]2[CH:20]=[C:21]([C:24]([O:5][CH2:6][CH2:7][CH2:8][CH2:9][C:10]([CH3:14])=[C:11]([F:13])[F:12])=[O:25])[CH:22]=[CH:23][C:16]=12, predict the reactants needed to synthesize it. The reactants are: CS([O:5][CH2:6][CH2:7][CH2:8][CH2:9][C:10]([CH3:14])=[C:11]([F:13])[F:12])(=O)=O.[N:15]1[S:19][N:18]=[C:17]2[CH:20]=[C:21]([C:24](O)=[O:25])[CH:22]=[CH:23][C:16]=12.C(=O)([O-])O.[Na+]. (6) Given the product [CH3:26][C:23]1[S:22][C:21]([NH:20][C:4]([C:6]2[C:11]([NH:12][C:13]3[CH:18]=[N:17][CH:16]=[N:15][CH:14]=3)=[CH:10][CH:9]=[C:8]([CH3:19])[N:7]=2)=[O:5])=[N:25][CH:24]=1, predict the reactants needed to synthesize it. The reactants are: C(O[C:4]([C:6]1[C:11]([NH:12][C:13]2[CH:14]=[N:15][CH:16]=[N:17][CH:18]=2)=[CH:10][CH:9]=[C:8]([CH3:19])[N:7]=1)=[O:5])C.[NH2:20][C:21]1[S:22][C:23]([CH3:26])=[CH:24][N:25]=1. (7) Given the product [CH3:25][C:22]1[C:21]([C:26]2[CH:27]=[CH:28][CH:29]=[CH:30][CH:31]=2)=[C:20]([NH:10][S:7]([C:1]2[CH:6]=[CH:5][CH:4]=[CH:3][CH:2]=2)(=[O:8])=[O:9])[O:24][N:23]=1, predict the reactants needed to synthesize it. The reactants are: [C:1]1([S:7]([N:10]([C:20]2[O:24][N:23]=[C:22]([CH3:25])[C:21]=2[C:26]2[CH:31]=[CH:30][CH:29]=[CH:28][CH:27]=2)S(C2C=CC=CC=2)(=O)=O)(=[O:9])=[O:8])[CH:6]=[CH:5][CH:4]=[CH:3][CH:2]=1.[OH-].[K+].[OH-].[Na+]. (8) Given the product [Cl:1][C:2]1[CH:3]=[C:4]([NH:8][C:9]2[N:14]=[CH:13][C:12]([CH2:15][OH:16])=[C:11]([CH:17]([CH3:19])[CH3:18])[CH:10]=2)[CH:5]=[CH:6][CH:7]=1, predict the reactants needed to synthesize it. The reactants are: [Cl:1][C:2]1[CH:3]=[C:4]([NH:8][C:9]2[N:14]=[CH:13][C:12]([CH2:15][OH:16])=[C:11]([CH:17]3[CH2:19][CH2:18]3)[CH:10]=2)[CH:5]=[CH:6][CH:7]=1.ClC1C=C(NC2C=C(C(C)C)C(C(O)=O)=CN=2)C=CC=1.